This data is from Catalyst prediction with 721,799 reactions and 888 catalyst types from USPTO. The task is: Predict which catalyst facilitates the given reaction. (1) Reactant: Br[C:2]1[CH:7]=[CH:6][C:5]([C:8]2[CH2:9][C:10]([C:17]3[CH:22]=[C:21]([Cl:23])[CH:20]=[C:19]([Cl:24])[CH:18]=3)([C:13]([F:16])([F:15])[F:14])[CH2:11][N:12]=2)=[CH:4][C:3]=1[CH3:25].C([SiH](CC)CC)C.[C:33]([O-])([O-])=[O:34].[Na+].[Na+]. Product: [Cl:24][C:19]1[CH:18]=[C:17]([C:10]2([C:13]([F:16])([F:15])[F:14])[CH2:11][N:12]=[C:8]([C:5]3[CH:6]=[CH:7][C:2]([CH:33]=[O:34])=[C:3]([CH3:25])[CH:4]=3)[CH2:9]2)[CH:22]=[C:21]([Cl:23])[CH:20]=1. The catalyst class is: 151. (2) Reactant: [CH2:1]([N:11]1[CH2:16][CH2:15][N:14]([C:17](=[O:27])[CH2:18][NH:19][C:20]2[CH:25]=[CH:24][C:23]([OH:26])=[CH:22][CH:21]=2)[CH2:13][CH2:12]1)[C:2]1[CH:10]=[CH:9][C:8]2[O:7][CH2:6][O:5][C:4]=2[CH:3]=1.C(O)(=O)C.C(O[C:35]1(O[Si](C)(C)C)[CH2:37][CH2:36]1)C.C([BH3-])#N.[Na+]. Product: [CH2:1]([N:11]1[CH2:16][CH2:15][N:14]([C:17](=[O:27])[CH2:18][N:19]([CH:35]2[CH2:37][CH2:36]2)[C:20]2[CH:21]=[CH:22][C:23]([OH:26])=[CH:24][CH:25]=2)[CH2:13][CH2:12]1)[C:2]1[CH:10]=[CH:9][C:8]2[O:7][CH2:6][O:5][C:4]=2[CH:3]=1. The catalyst class is: 5. (3) Reactant: Cl.Cl.[NH:3]1[CH2:8][CH2:7][CH:6]([CH2:9][NH:10][C:11]([C:13]2[CH:33]=[CH:32][C:16]3[N:17]([CH3:31])[C:18]([NH:20][C:21]4[S:22][C:23]5[CH:29]=[C:28]([Cl:30])[CH:27]=[CH:26][C:24]=5[N:25]=4)=[N:19][C:15]=3[CH:14]=2)=[O:12])[CH2:5][CH2:4]1.[BH-](OC(C)=O)(OC(C)=O)[O:35][C:36]([CH3:38])=O.[Na+]. Product: [OH:35][CH2:36][CH2:38][N:3]1[CH2:8][CH2:7][CH:6]([CH2:9][NH:10][C:11]([C:13]2[CH:33]=[CH:32][C:16]3[N:17]([CH3:31])[C:18]([NH:20][C:21]4[S:22][C:23]5[CH:29]=[C:28]([Cl:30])[CH:27]=[CH:26][C:24]=5[N:25]=4)=[N:19][C:15]=3[CH:14]=2)=[O:12])[CH2:5][CH2:4]1. The catalyst class is: 2. (4) Reactant: C(OC([N:8]1[C:16]2[C:11](=[C:12]([C:18]#[C:19][C:20]([C:22]3[N:23](C(OC(C)(C)C)=O)[CH:24]=[CH:25][CH:26]=3)=O)[C:13]([F:17])=[CH:14][CH:15]=2)[CH:10]=[C:9]1[O:34]C(OC(C)(C)C)=O)=O)(C)(C)C.[NH:42]1[CH2:47][CH2:46][O:45][CH2:44][CH2:43]1.FC(F)(F)C(O)=O. Product: [F:17][C:13]1[C:12]2[C:11]3[C:16](=[CH:15][CH:14]=1)[NH:8][C:9](=[O:34])[C:10]=3[C:20]([C:22]1[NH:23][CH:24]=[CH:25][CH:26]=1)=[CH:19][C:18]=2[N:42]1[CH2:47][CH2:46][O:45][CH2:44][CH2:43]1. The catalyst class is: 2. (5) Product: [CH2:12]([O:11][P:7]([CH2:6][C:5]1[CH:4]=[CH:3][C:2]([NH:1][C:25](=[O:26])/[CH:24]=[CH:23]/[C:22]2[C:18]([CH3:17])=[N:19][O:20][C:21]=2[C:28]2[CH:29]=[CH:30][CH:31]=[CH:32][CH:33]=2)=[CH:16][CH:15]=1)([O:8][CH2:9][CH3:10])=[O:14])[CH3:13]. The catalyst class is: 145. Reactant: [NH2:1][C:2]1[CH:16]=[CH:15][C:5]([CH2:6][P:7](=[O:14])([O:11][CH2:12][CH3:13])[O:8][CH2:9][CH3:10])=[CH:4][CH:3]=1.[CH3:17][C:18]1[C:22](/[CH:23]=[CH:24]/[C:25](O)=[O:26])=[C:21]([C:28]2[CH:33]=[CH:32][CH:31]=[CH:30][CH:29]=2)[O:20][N:19]=1.O.ON1C2C=CC=CC=2N=N1.Cl.C(N=C=NCCCN(C)C)C. (6) Reactant: [N+]([C:4]1[CH:5]=[C:6]([C:12]#[N:13])[C:7](=[CH:10][CH:11]=1)[C:8]#[N:9])([O-])=O.[OH:14][C:15]1[CH:20]=[CH:19][C:18](O)=[CH:17][C:16]=1[P:22](=[O:35])([C:29]1[CH:34]=[CH:33][CH:32]=[CH:31][CH:30]=1)[C:23]1[CH:28]=[CH:27][CH:26]=[CH:25][CH:24]=1.C[N:37]([CH3:40])C=O.[C:41](=[O:44])([O-])[O-].[K+].[K+]. Product: [C:12]([C:6]1[CH:5]=[C:4]([CH:11]=[CH:10][C:7]=1[C:8]#[N:9])[O:14][C:15]1[CH:20]=[CH:19][C:18]([O:44][C:41]2[CH:11]=[CH:10][C:7]([C:8]#[N:9])=[C:6]([C:40]#[N:37])[CH:5]=2)=[CH:17][C:16]=1[P:22](=[O:35])([C:23]1[CH:28]=[CH:27][CH:26]=[CH:25][CH:24]=1)[C:29]1[CH:30]=[CH:31][CH:32]=[CH:33][CH:34]=1)#[N:13]. The catalyst class is: 6. (7) Reactant: [SH:1][C:2]1[CH:7]=[CH:6][C:5]([CH2:8][C:9]([OH:11])=[O:10])=[CH:4][CH:3]=1.C(=O)([O-])[O-].[K+].[K+].I[CH2:19][CH3:20].[C:21](OCC)(=O)[CH3:22]. Product: [CH2:21]([O:10][C:9](=[O:11])[CH2:8][C:5]1[CH:4]=[CH:3][C:2]([S:1][CH2:19][CH3:20])=[CH:7][CH:6]=1)[CH3:22]. The catalyst class is: 18. (8) Reactant: [Br:1][C:2]1[CH:8]=[CH:7][C:5]([NH2:6])=[CH:4][C:3]=1[F:9].C([O-])(O)=O.[Na+].Cl[C:16]([O:18][CH3:19])=[O:17]. Product: [CH3:19][O:18][C:16](=[O:17])[NH:6][C:5]1[CH:7]=[CH:8][C:2]([Br:1])=[C:3]([F:9])[CH:4]=1. The catalyst class is: 34. (9) Reactant: F[C:2]1[CH:20]=[CH:19][C:18]([C:21]([F:24])([F:23])[F:22])=[CH:17][C:3]=1[C:4]([NH:6][C:7]1[CH:8]=[CH:9][C:10]([C:13]([O:15][CH3:16])=[O:14])=[N:11][CH:12]=1)=[O:5].[CH3:25][O:26][C:27]1[CH:32]=[C:31]([O:33][CH3:34])[CH:30]=[CH:29][C:28]=1[OH:35].C(=O)([O-])[O-].[Cs+].[Cs+]. Product: [CH3:25][O:26][C:27]1[CH:32]=[C:31]([O:33][CH3:34])[CH:30]=[CH:29][C:28]=1[O:35][C:2]1[CH:20]=[CH:19][C:18]([C:21]([F:24])([F:23])[F:22])=[CH:17][C:3]=1[C:4]([NH:6][C:7]1[CH:8]=[CH:9][C:10]([C:13]([O:15][CH3:16])=[O:14])=[N:11][CH:12]=1)=[O:5]. The catalyst class is: 60. (10) Product: [Br:8][C@@:9]1([O:23][C@H:22]([CH2:24][O:25][C:26](=[O:28])[CH3:27])[C@H:21]([F:29])[C@H:16]([O:17][C:18](=[O:20])[CH3:19])[C@H:11]1[O:12][C:13](=[O:15])[CH3:14])[OH:10]. The catalyst class is: 17. Reactant: C(OC(=O)C)(=O)C.[Br:8][C@@:9]1([O:23][C@H:22]([CH2:24][O:25][C:26](=[O:28])[CH3:27])[C@@H:21]([F:29])[C@H:16]([O:17][C:18](=[O:20])[CH3:19])[C@H:11]1[O:12][C:13](=[O:15])[CH3:14])[OH:10].